The task is: Predict the reaction yield, written as a fraction of the theoretical maximum amount of product (1.0 means a 100% yield; for example, 0.34 means a 34% yield).. This data is from Reaction yield outcomes from USPTO patents with 853,638 reactions. (1) The reactants are CS(O[CH2:6][CH2:7][C:8]1[CH:13]=[N:12][C:11]([N:14]([C:22]([O:24][C:25]([CH3:28])([CH3:27])[CH3:26])=[O:23])C(OC(C)(C)C)=O)=[CH:10][N:9]=1)(=O)=O.[CH3:29][S-:30].[Na+].C(OCC)(=O)C.C(=O)(O)[O-].[Na+]. The catalyst is CN(C=O)C. The product is [CH3:29][S:30][CH2:6][CH2:7][C:8]1[N:9]=[CH:10][C:11]([NH:14][C:22](=[O:23])[O:24][C:25]([CH3:26])([CH3:27])[CH3:28])=[N:12][CH:13]=1. The yield is 0.840. (2) The reactants are [CH3:1][Mg]Br.COC(=O)[C:7]1[CH:12]=[CH:11][CH:10]=[C:9]([Br:13])[CH:8]=1.CC[O:17][CH2:18][CH3:19]. The catalyst is C1COCC1. The product is [Br:13][C:9]1[CH:8]=[C:7]([C:18]([OH:17])([CH3:19])[CH3:1])[CH:12]=[CH:11][CH:10]=1. The yield is 0.930. (3) The reactants are [CH3:1][O:2][C:3]1[CH:9]=[CH:8][C:6]([NH2:7])=[CH:5][CH:4]=1.C([O:12][CH:13]=[C:14]([C:20](OCC)=O)[C:15]([O:17][CH2:18][CH3:19])=[O:16])C.C(O)C. The catalyst is C1C=CC(C2C=CC=CC=2)=CC=1.C1C=CC(OC2C=CC=CC=2)=CC=1. The product is [CH2:18]([O:17][C:15]([C:14]1[CH:20]=[N:7][C:6]2[C:8]([C:13]=1[OH:12])=[CH:9][C:3]([O:2][CH3:1])=[CH:4][CH:5]=2)=[O:16])[CH3:19]. The yield is 0.780.